From a dataset of Forward reaction prediction with 1.9M reactions from USPTO patents (1976-2016). Predict the product of the given reaction. (1) Given the reactants [F:1][C:2]1[C:16](=[O:17])[NH:15][C:5]2[N:6]=[C:7](S(C)(=O)=O)[N:8]=[C:9]([CH3:10])[C:4]=2[CH:3]=1.[C:18]1([N:28]2[CH2:33][CH2:32][N:31]([CH2:34][CH2:35][CH2:36][CH2:37][OH:38])[CH2:30][CH2:29]2)[C:27]2[C:22](=[CH:23][CH:24]=[CH:25][CH:26]=2)[CH:21]=[CH:20][CH:19]=1, predict the reaction product. The product is: [F:1][C:2]1[C:16](=[O:17])[NH:15][C:5]2[N:6]=[C:7]([O:38][CH2:37][CH2:36][CH2:35][CH2:34][N:31]3[CH2:32][CH2:33][N:28]([C:18]4[C:27]5[C:22](=[CH:23][CH:24]=[CH:25][CH:26]=5)[CH:21]=[CH:20][CH:19]=4)[CH2:29][CH2:30]3)[N:8]=[C:9]([CH3:10])[C:4]=2[CH:3]=1. (2) Given the reactants Br[C:2]1[CH:3]=[N:4][CH:5]=[C:6]([O:8][CH3:9])[CH:7]=1.[C:10]([O:14][C:15]([N:17]1[CH2:24][CH:23]2[O:25][CH:19]([CH2:20][NH:21][CH2:22]2)[CH2:18]1)=[O:16])([CH3:13])([CH3:12])[CH3:11].C1(P(C2C=CC=CC=2)C2C=CC3C(=CC=CC=3)C=2C2C3C(=CC=CC=3)C=CC=2P(C2C=CC=CC=2)C2C=CC=CC=2)C=CC=CC=1.CC(C)([O-])C.[Na+], predict the reaction product. The product is: [C:10]([O:14][C:15]([N:17]1[CH2:18][CH:19]2[O:25][CH:23]([CH2:22][N:21]([C:2]3[CH:3]=[N:4][CH:5]=[C:6]([O:8][CH3:9])[CH:7]=3)[CH2:20]2)[CH2:24]1)=[O:16])([CH3:13])([CH3:11])[CH3:12]. (3) Given the reactants [CH3:1][N:2]1[CH:6]=[C:5]([C:7]2[CH:8]=[CH:9][C:10]3[N:11]([C:13]([SH:16])=[N:14][N:15]=3)[CH:12]=2)[CH:4]=[N:3]1.Br[C:18]1[CH:19]=[C:20]2[C:25](=[CH:26][CH:27]=1)[N:24]=[CH:23][C:22]([C:28]1[C:29]([CH3:34])=[N:30][O:31][C:32]=1[CH3:33])=[C:21]2[Cl:35].C1(P(C2C=CC=CC=2)C2C3OC4C(=CC=CC=4P(C4C=CC=CC=4)C4C=CC=CC=4)C(C)(C)C=3C=CC=2)C=CC=CC=1.C(N(CC)C(C)C)(C)C, predict the reaction product. The product is: [Cl:35][C:21]1[C:20]2[C:25](=[CH:26][CH:27]=[C:18]([S:16][C:13]3[N:11]4[CH:12]=[C:7]([C:5]5[CH:4]=[N:3][N:2]([CH3:1])[CH:6]=5)[CH:8]=[CH:9][C:10]4=[N:15][N:14]=3)[CH:19]=2)[N:24]=[CH:23][C:22]=1[C:28]1[C:29]([CH3:34])=[N:30][O:31][C:32]=1[CH3:33]. (4) Given the reactants [C:1]([CH2:3][CH2:4][C:5]([OH:7])=O)#[N:2].Cl.C(N=C=NCCCN(C)C)C.ON1C2C=CC=CC=2N=N1.Br.[Br:31][CH2:32][CH2:33][NH2:34], predict the reaction product. The product is: [Br:31][CH2:32][CH2:33][NH:34][C:5](=[O:7])[CH2:4][CH2:3][C:1]#[N:2]. (5) The product is: [C:1]1([C@@H:7]2[CH2:9][C@H:8]2[NH:10][CH2:11][C@H:13]2[CH2:14][CH2:15][C@H:16]([C:19]([O:21][CH3:22])=[O:20])[CH2:17][CH2:18]2)[CH:6]=[CH:5][CH:4]=[CH:3][CH:2]=1. Given the reactants [C:1]1([C@@H:7]2[CH2:9][C@H:8]2[NH2:10])[CH:6]=[CH:5][CH:4]=[CH:3][CH:2]=1.[CH:11]([C@H:13]1[CH2:18][CH2:17][C@H:16]([C:19]([O:21][CH3:22])=[O:20])[CH2:15][CH2:14]1)=O.C([BH3-])#N.[Na+].O, predict the reaction product.